This data is from Full USPTO retrosynthesis dataset with 1.9M reactions from patents (1976-2016). The task is: Predict the reactants needed to synthesize the given product. (1) Given the product [C:1]([O:5][C:6](=[O:31])[NH:7][CH2:8][CH2:9][O:10][NH:11][C:12]([C@@H:14]1[CH2:20][CH2:19][C@@H:18]2[CH2:21][N:15]1[C:16](=[O:30])[N:17]2[O:22][CH2:23][C:24]1[CH:25]=[CH:26][CH:27]=[CH:28][CH:29]=1)=[O:13])([CH3:4])([CH3:2])[CH3:3].[C:6]([O:5][CH2:1][CH3:2])(=[O:31])[CH3:32], predict the reactants needed to synthesize it. The reactants are: [C:1]([O:5][C:6](=[O:31])[NH:7][CH2:8][CH2:9][O:10][NH:11][C:12]([C@@H:14]1[CH2:20][CH2:19][C@@H:18]2[CH2:21][N:15]1[C:16](=[O:30])[N:17]2[O:22][CH2:23][C:24]1[CH:29]=[CH:28][CH:27]=[CH:26][CH:25]=1)=[O:13])([CH3:4])([CH3:3])[CH3:2].[CH:32](O)(C)C. (2) Given the product [F:24][C:23]([F:26])([F:25])[C:21]([O-:27])=[O:22].[Br:1][C:2]1[CH:3]=[C:4]([F:20])[C:5]([CH2:8][C:9]([O:11][CH3:12])=[O:10])=[NH+:6][CH:7]=1, predict the reactants needed to synthesize it. The reactants are: [Br:1][C:2]1[CH:3]=[C:4]([F:20])[C:5]([CH:8](C(OC)=O)[C:9]([O:11][C:12](C)(C)C)=[O:10])=[N:6][CH:7]=1.[C:21]([OH:27])([C:23]([F:26])([F:25])[F:24])=[O:22]. (3) The reactants are: [O:1]=[C:2]1[CH2:7][CH2:6][CH:5]([N:8]2[C:13](=[O:14])[C:12]([CH2:15][C:16]3[CH:21]=[CH:20][C:19]([C:22]4[CH:27]=[CH:26][CH:25]=[CH:24][C:23]=4[C:28]4[NH:32][C:31](=[O:33])[O:30][N:29]=4)=[CH:18][CH:17]=3)=[C:11]([CH2:34][CH2:35][CH3:36])[N:10]3[N:37]=[CH:38][N:39]=[C:9]23)[CH2:4][CH2:3]1.ClC1C=CC=C(C(OO)=[O:48])C=1. Given the product [O:33]=[C:31]1[O:30][N:29]=[C:28]([C:23]2[CH:24]=[CH:25][CH:26]=[CH:27][C:22]=2[C:19]2[CH:18]=[CH:17][C:16]([CH2:15][C:12]3[C:13](=[O:14])[N:8]([CH:5]4[CH2:6][CH2:7][C:2](=[O:48])[O:1][CH2:3][CH2:4]4)[C:9]4[N:10]([N:37]=[CH:38][N:39]=4)[C:11]=3[CH2:34][CH2:35][CH3:36])=[CH:21][CH:20]=2)[NH:32]1, predict the reactants needed to synthesize it.